From a dataset of Reaction yield outcomes from USPTO patents with 853,638 reactions. Predict the reaction yield, written as a fraction of the theoretical maximum amount of product (1.0 means a 100% yield; for example, 0.34 means a 34% yield). The catalyst is CO.[Ni]. The yield is 0.700. The reactants are [C:1]([C:5]1[CH:10]=[C:9]([Br:11])[C:8]([N+:12]([O-])=O)=[CH:7][C:6]=1[OH:15])([CH3:4])([CH3:3])[CH3:2]. The product is [C:1]([C:5]1[CH:10]=[C:9]([Br:11])[C:8]([NH2:12])=[CH:7][C:6]=1[OH:15])([CH3:4])([CH3:2])[CH3:3].